From a dataset of NCI-60 drug combinations with 297,098 pairs across 59 cell lines. Regression. Given two drug SMILES strings and cell line genomic features, predict the synergy score measuring deviation from expected non-interaction effect. (1) Drug 1: C1=CC=C(C=C1)NC(=O)CCCCCCC(=O)NO. Drug 2: CC12CCC3C(C1CCC2OP(=O)(O)O)CCC4=C3C=CC(=C4)OC(=O)N(CCCl)CCCl.[Na+]. Cell line: OVCAR-5. Synergy scores: CSS=30.7, Synergy_ZIP=-9.28, Synergy_Bliss=-1.55, Synergy_Loewe=-13.3, Synergy_HSA=-0.549. (2) Drug 1: CC(C1=C(C=CC(=C1Cl)F)Cl)OC2=C(N=CC(=C2)C3=CN(N=C3)C4CCNCC4)N. Drug 2: C1CCC(C1)C(CC#N)N2C=C(C=N2)C3=C4C=CNC4=NC=N3. Cell line: UACC62. Synergy scores: CSS=7.00, Synergy_ZIP=3.45, Synergy_Bliss=4.44, Synergy_Loewe=-25.9, Synergy_HSA=-5.00. (3) Drug 1: CC(C1=C(C=CC(=C1Cl)F)Cl)OC2=C(N=CC(=C2)C3=CN(N=C3)C4CCNCC4)N. Drug 2: B(C(CC(C)C)NC(=O)C(CC1=CC=CC=C1)NC(=O)C2=NC=CN=C2)(O)O. Cell line: EKVX. Synergy scores: CSS=2.95, Synergy_ZIP=-2.48, Synergy_Bliss=-2.63, Synergy_Loewe=-1.33, Synergy_HSA=-2.21. (4) Drug 1: C1=C(C(=O)NC(=O)N1)F. Drug 2: CC(C1=C(C=CC(=C1Cl)F)Cl)OC2=C(N=CC(=C2)C3=CN(N=C3)C4CCNCC4)N. Cell line: BT-549. Synergy scores: CSS=31.2, Synergy_ZIP=-3.15, Synergy_Bliss=-1.22, Synergy_Loewe=-4.60, Synergy_HSA=-4.40. (5) Drug 1: C1C(C(OC1N2C=NC3=C(N=C(N=C32)Cl)N)CO)O. Drug 2: CC1CCCC2(C(O2)CC(NC(=O)CC(C(C(=O)C(C1O)C)(C)C)O)C(=CC3=CSC(=N3)C)C)C. Cell line: OVCAR-8. Synergy scores: CSS=65.5, Synergy_ZIP=-4.79, Synergy_Bliss=-6.32, Synergy_Loewe=-2.62, Synergy_HSA=-0.281. (6) Drug 1: CS(=O)(=O)C1=CC(=C(C=C1)C(=O)NC2=CC(=C(C=C2)Cl)C3=CC=CC=N3)Cl. Drug 2: CCC1(C2=C(COC1=O)C(=O)N3CC4=CC5=C(C=CC(=C5CN(C)C)O)N=C4C3=C2)O.Cl. Cell line: HT29. Synergy scores: CSS=11.4, Synergy_ZIP=-7.20, Synergy_Bliss=0.781, Synergy_Loewe=-15.3, Synergy_HSA=-1.77. (7) Drug 1: C1CN1C2=NC(=NC(=N2)N3CC3)N4CC4. Drug 2: CC1C(C(CC(O1)OC2CC(CC3=C2C(=C4C(=C3O)C(=O)C5=C(C4=O)C(=CC=C5)OC)O)(C(=O)C)O)N)O.Cl. Cell line: SF-539. Synergy scores: CSS=44.2, Synergy_ZIP=-7.98, Synergy_Bliss=-8.10, Synergy_Loewe=-8.45, Synergy_HSA=-4.68. (8) Drug 1: C1=NC2=C(N=C(N=C2N1C3C(C(C(O3)CO)O)O)F)N. Drug 2: COC1=NC(=NC2=C1N=CN2C3C(C(C(O3)CO)O)O)N. Cell line: M14. Synergy scores: CSS=-1.07, Synergy_ZIP=3.31, Synergy_Bliss=6.73, Synergy_Loewe=1.59, Synergy_HSA=1.56.